Dataset: Full USPTO retrosynthesis dataset with 1.9M reactions from patents (1976-2016). Task: Predict the reactants needed to synthesize the given product. (1) Given the product [C:1]([O:5][C:6]([N:8]1[CH2:12][CH2:11][CH:10]([CH2:13][O:14][C:34]2[CH:35]=[C:36]([CH3:39])[CH:37]=[CH:38][C:33]=2[C:32]([NH:31][C:30]2[C:25]([C:23]([NH:22][C:19]3[CH:18]=[CH:17][C:16]([Cl:15])=[CH:21][N:20]=3)=[O:24])=[N:26][CH:27]=[CH:28][CH:29]=2)=[S:41])[CH2:9]1)=[O:7])([CH3:4])([CH3:3])[CH3:2], predict the reactants needed to synthesize it. The reactants are: [C:1]([O:5][C:6]([N:8]1[CH2:12][CH2:11][CH:10]([CH2:13][OH:14])[CH2:9]1)=[O:7])([CH3:4])([CH3:3])[CH3:2].[Cl:15][C:16]1[CH:17]=[CH:18][C:19]([NH:22][C:23]([C:25]2[C:30]([NH:31][C:32](=[S:41])[C:33]3[CH:38]=[CH:37][C:36]([CH3:39])=[CH:35][C:34]=3O)=[CH:29][CH:28]=[CH:27][N:26]=2)=[O:24])=[N:20][CH:21]=1. (2) Given the product [F:8][C:9]1[C:14]([F:15])=[CH:13][CH:12]=[CH:11][C:10]=1[C:16]1[CH2:22][NH:21][C:20](=[O:34])[C@H:19]([NH:35][C:36](=[O:45])[O:37][CH2:38][C:39]2[CH:44]=[CH:43][CH:42]=[CH:41][CH:40]=2)[CH2:18][CH:17]=1, predict the reactants needed to synthesize it. The reactants are: FC(F)(F)C(O)=O.[F:8][C:9]1[C:14]([F:15])=[CH:13][CH:12]=[CH:11][C:10]=1[C:16]1[CH2:22][N:21](CC2C=CC(OC)=CC=2OC)[C:20](=[O:34])[C@H:19]([NH:35][C:36](=[O:45])[O:37][CH2:38][C:39]2[CH:44]=[CH:43][CH:42]=[CH:41][CH:40]=2)[CH2:18][CH:17]=1.